This data is from Forward reaction prediction with 1.9M reactions from USPTO patents (1976-2016). The task is: Predict the product of the given reaction. (1) Given the reactants [CH3:1][O:2][C:3]1[CH:4]=[C:5]([CH3:11])[C:6]([C:9]#[N:10])=[N:7][CH:8]=1, predict the reaction product. The product is: [CH3:1][O:2][C:3]1[CH:4]=[C:5]([CH3:11])[C:6]([CH2:9][NH2:10])=[N:7][CH:8]=1. (2) Given the reactants Cl.[F:2][C:3]1[CH:21]=[CH:20][CH:19]=[CH:18][C:4]=1[CH2:5][N:6]1[C:10]2=[N:11][CH:12]=[CH:13][CH:14]=[C:9]2[C:8]([C:15]([NH2:17])=[NH:16])=[N:7]1.Cl.C[O-].[Na+].C(O[CH:29]=[C:30]([C:36](=O)[C:37]([F:40])([F:39])[F:38])[C:31]([O:33][CH2:34][CH3:35])=[O:32])C, predict the reaction product. The product is: [CH2:34]([O:33][C:31]([C:30]1[C:36]([C:37]([F:38])([F:39])[F:40])=[N:16][C:15]([C:8]2[C:9]3[C:10](=[N:11][CH:12]=[CH:13][CH:14]=3)[N:6]([CH2:5][C:4]3[CH:18]=[CH:19][CH:20]=[CH:21][C:3]=3[F:2])[N:7]=2)=[N:17][CH:29]=1)=[O:32])[CH3:35].